Dataset: Forward reaction prediction with 1.9M reactions from USPTO patents (1976-2016). Task: Predict the product of the given reaction. (1) The product is: [OH:1][C:2]1[CH:7]=[C:6]([CH3:8])[N:5]([CH:9]([CH3:13])[C:10]([O:12][CH2:20][CH3:21])=[O:11])[C:4](=[O:14])[CH:3]=1. Given the reactants [OH:1][C:2]1[CH:7]=[C:6]([CH3:8])[N:5]([CH:9]([CH3:13])[C:10]([OH:12])=[O:11])[C:4](=[O:14])[CH:3]=1.S(=O)(=O)(O)O.[CH2:20](O)[CH3:21], predict the reaction product. (2) Given the reactants [NH2:1][C@@H:2]([CH3:5])[CH2:3][OH:4].[Cl:6][CH2:7][C:8](Cl)=[O:9].[OH-].[Na+], predict the reaction product. The product is: [Cl:6][CH2:7][C:8]([NH:1][C@@H:2]([CH3:5])[CH2:3][OH:4])=[O:9]. (3) Given the reactants [CH2:1]([C:3]1[N:8]=[C:7]([CH3:9])[C:6]([OH:10])=[CH:5][CH:4]=1)[CH3:2].Br[CH2:12][CH2:13][CH2:14][O:15][C:16]1[CH:17]=[C:18]2[C:22](=[CH:23][CH:24]=1)[C@H:21]([CH2:25][C:26]([O-:28])=[O:27])[CH2:20][CH2:19]2.[C:29](=O)([O-])[O-].[Cs+].[Cs+], predict the reaction product. The product is: [CH2:1]([C:3]1[N:8]=[C:7]([CH3:9])[C:6]([O:10][CH2:12][CH2:13][CH2:14][O:15][C:16]2[CH:17]=[C:18]3[C:22](=[CH:23][CH:24]=2)[C@H:21]([CH2:25][C:26]([O:28][CH3:29])=[O:27])[CH2:20][CH2:19]3)=[CH:5][CH:4]=1)[CH3:2]. (4) Given the reactants Br[C:2]1[CH:3]=[C:4]([C:7]([C:9]2[C:10]([NH:15][C@H:16]3[CH2:20][C@H:19]([O:21][Si:22]([CH:29]([CH3:31])[CH3:30])([CH:26]([CH3:28])[CH3:27])[CH:23]([CH3:25])[CH3:24])[C@@H:18]([CH2:32][O:33][Si:34]([C:37]([CH3:40])([CH3:39])[CH3:38])([CH3:36])[CH3:35])[CH2:17]3)=[N:11][CH:12]=[N:13][CH:14]=2)=[O:8])[S:5][CH:6]=1.[C:41]1([S:47]([O-:49])=[O:48])[CH:46]=[CH:45][CH:44]=[CH:43][CH:42]=1.[Na+].N1CCC[C@H]1C(O)=O.[OH-].[Na+].CS(C)=O, predict the reaction product. The product is: [Si:34]([O:33][CH2:32][C@@H:18]1[C@@H:19]([O:21][Si:22]([CH:23]([CH3:25])[CH3:24])([CH:29]([CH3:30])[CH3:31])[CH:26]([CH3:27])[CH3:28])[CH2:20][C@H:16]([NH:15][C:10]2[C:9]([C:7]([C:4]3[S:5][CH:6]=[C:2]([S:47]([C:41]4[CH:46]=[CH:45][CH:44]=[CH:43][CH:42]=4)(=[O:49])=[O:48])[CH:3]=3)=[O:8])=[CH:14][N:13]=[CH:12][N:11]=2)[CH2:17]1)([C:37]([CH3:40])([CH3:39])[CH3:38])([CH3:36])[CH3:35]. (5) Given the reactants [CH3:1][C:2]([C:9]1[CH:14]=[CH:13][CH:12]=[CH:11][CH:10]=1)([CH2:6][CH2:7][OH:8])[CH2:3][CH2:4]O.[I-].[K+].C1(C)C=CC(S(Cl)(=O)=O)=CC=1.[H-].[Na+], predict the reaction product. The product is: [CH3:1][C:2]1([C:9]2[CH:14]=[CH:13][CH:12]=[CH:11][CH:10]=2)[CH2:6][CH2:7][O:8][CH2:4][CH2:3]1. (6) Given the reactants C1(S([N:10]2[CH2:17][CH:16]3[N:18]([CH2:19][C:20]4[CH:25]=[CH:24][CH:23]=[CH:22][CH:21]=4)[CH:12]([CH2:13][N:14]([CH2:26][C:27]4[CH:32]=[CH:31][CH:30]=[CH:29][CH:28]=4)[CH2:15]3)[CH2:11]2)(=O)=O)C=CC=CC=1.COCCO[AlH2-]OCCOC.[Na+], predict the reaction product. The product is: [CH2:26]([N:14]1[CH2:13][CH:12]2[N:18]([CH2:19][C:20]3[CH:25]=[CH:24][CH:23]=[CH:22][CH:21]=3)[CH:16]([CH2:17][NH:10][CH2:11]2)[CH2:15]1)[C:27]1[CH:28]=[CH:29][CH:30]=[CH:31][CH:32]=1.